This data is from Full USPTO retrosynthesis dataset with 1.9M reactions from patents (1976-2016). The task is: Predict the reactants needed to synthesize the given product. (1) Given the product [CH3:1][O:2][C:3]1[C:13]([N+:14]([O-:16])=[O:15])=[CH:12][C:6]2[CH2:7][CH2:8][N:9]([CH2:18][C:19]([N:21]([CH3:23])[CH3:22])=[O:20])[CH2:10][CH2:11][C:5]=2[CH:4]=1, predict the reactants needed to synthesize it. The reactants are: [CH3:1][O:2][C:3]1[C:13]([N+:14]([O-:16])=[O:15])=[CH:12][C:6]2[CH2:7][CH2:8][NH:9][CH2:10][CH2:11][C:5]=2[CH:4]=1.Cl[CH2:18][C:19]([N:21]([CH3:23])[CH3:22])=[O:20].[I-].[K+].C(=O)([O-])[O-].[Cs+].[Cs+]. (2) Given the product [F:1][C@H:2]([C:5]1[CH:10]=[CH:9][CH:8]=[C:7]([Br:11])[CH:6]=1)[CH2:3][OH:4], predict the reactants needed to synthesize it. The reactants are: [F:1][C@H:2]([C:5]1[CH:10]=[CH:9][CH:8]=[C:7]([Br:11])[CH:6]=1)[CH:3]=[O:4].[BH4-].[Na+].[NH4+].[Cl-]. (3) Given the product [Br:14][C:15]1[S:19][C:18]([C:20]([NH:4][C:3]2[C:2]([Cl:1])=[CH:8][CH:7]=[CH:6][C:5]=2[Cl:9])=[NH:21])=[CH:17][CH:16]=1, predict the reactants needed to synthesize it. The reactants are: [Cl:1][C:2]1[CH:8]=[CH:7][CH:6]=[C:5]([Cl:9])[C:3]=1[NH2:4].C[Al](C)C.[Br:14][C:15]1[S:19][C:18]([C:20]#[N:21])=[CH:17][CH:16]=1. (4) The reactants are: [C:1]([C:3]1([C:16](=[O:25])[NH:17][C:18]2[CH:23]=[CH:22][C:21]([CH3:24])=[CH:20][N:19]=2)[CH2:8][CH2:7][N:6]([C:9]([O:11][C:12]([CH3:15])([CH3:14])[CH3:13])=[O:10])[CH2:5][CH2:4]1)#[N:2]. Given the product [NH2:2][CH2:1][C:3]1([C:16](=[O:25])[NH:17][C:18]2[CH:23]=[CH:22][C:21]([CH3:24])=[CH:20][N:19]=2)[CH2:8][CH2:7][N:6]([C:9]([O:11][C:12]([CH3:13])([CH3:15])[CH3:14])=[O:10])[CH2:5][CH2:4]1, predict the reactants needed to synthesize it. (5) Given the product [Cl:1][C:2]1[CH:3]=[CH:4][C:5]([C:8]2[N:9]=[C:10]3[CH:15]=[CH:14][C:13]([F:40])=[CH:12][N:11]3[C:16]=2[CH2:17][C:18]2[N:22]=[C:21]([C:23]([O:25][CH2:26][CH3:27])=[O:24])[O:20][N:19]=2)=[CH:6][CH:7]=1, predict the reactants needed to synthesize it. The reactants are: [Cl:1][C:2]1[CH:7]=[CH:6][C:5]([C:8]2[N:9]=[C:10]3[CH:15]=[CH:14][CH:13]=[CH:12][N:11]3[C:16]=2[CH2:17][C:18]2[N:22]=[C:21]([C:23]([O:25][CH2:26][CH3:27])=[O:24])[O:20][N:19]=2)=[CH:4][CH:3]=1.Cl.ClCC1N2C=C([F:40])C=CC2=NC=1C1C=CC(Cl)=CC=1.